This data is from Reaction yield outcomes from USPTO patents with 853,638 reactions. The task is: Predict the reaction yield, written as a fraction of the theoretical maximum amount of product (1.0 means a 100% yield; for example, 0.34 means a 34% yield). (1) The reactants are [C:1](=[NH:25])([O:3][CH2:4][CH2:5][C:6]1[CH:11]=[CH:10][C:9]([O:12][C:13]2[CH:18]=[CH:17][C:16]([Cl:19])=[C:15]([C:20]([F:23])([F:22])[F:21])[CH:14]=2)=[C:8]([F:24])[CH:7]=1)[NH2:2].[OH:26]/[CH:27]=[C:28](/[CH2:33][C:34]1[CH:35]=[N:36][CH:37]=[N:38][CH:39]=1)\[C:29](OC)=O.[C:40]([O-:43])([O-])=[O:41].[K+].[K+]. The catalyst is CN1C(=O)CCC1. The product is [F:21][C:20]([F:23])([F:22])[C:40]([OH:43])=[O:41].[Cl:19][C:16]1[CH:17]=[CH:18][C:13]([O:12][C:9]2[CH:10]=[CH:11][C:6]([CH2:5][CH2:4][O:3][C:1]3[NH:2][CH:29]=[C:28]([CH2:33][C:34]4[CH:39]=[N:38][CH:37]=[N:36][CH:35]=4)[C:27](=[O:26])[N:25]=3)=[CH:7][C:8]=2[F:24])=[CH:14][C:15]=1[C:20]([F:23])([F:21])[F:22]. The yield is 0.415. (2) The reactants are CO.[Cl:3][C:4]1[CH:5]=[CH:6][C:7]([S:10][CH:11]([C:18]2[CH:23]=[C:22]([F:24])[CH:21]=[CH:20][C:19]=2[F:25])[C:12]2[CH:17]=[CH:16][N:15]=[CH:14][CH:13]=2)=[N:8][CH:9]=1.[OH2:26].[OH:27]OS([O-])=O.[K+]. The catalyst is ClCCl. The product is [Cl:3][C:4]1[CH:5]=[CH:6][C:7]([S:10]([CH:11]([C:18]2[CH:23]=[C:22]([F:24])[CH:21]=[CH:20][C:19]=2[F:25])[C:12]2[CH:13]=[CH:14][N:15]=[CH:16][CH:17]=2)(=[O:27])=[O:26])=[N:8][CH:9]=1. The yield is 0.260.